Regression. Given two drug SMILES strings and cell line genomic features, predict the synergy score measuring deviation from expected non-interaction effect. From a dataset of NCI-60 drug combinations with 297,098 pairs across 59 cell lines. (1) Cell line: SF-268. Drug 1: C1=CC=C(C=C1)NC(=O)CCCCCCC(=O)NO. Synergy scores: CSS=11.2, Synergy_ZIP=-6.15, Synergy_Bliss=0.882, Synergy_Loewe=-0.115, Synergy_HSA=1.24. Drug 2: CC1CCC2CC(C(=CC=CC=CC(CC(C(=O)C(C(C(=CC(C(=O)CC(OC(=O)C3CCCCN3C(=O)C(=O)C1(O2)O)C(C)CC4CCC(C(C4)OC)OCCO)C)C)O)OC)C)C)C)OC. (2) Drug 1: CC1C(C(CC(O1)OC2CC(CC3=C2C(=C4C(=C3O)C(=O)C5=C(C4=O)C(=CC=C5)OC)O)(C(=O)CO)O)N)O.Cl. Drug 2: COC1=C(C=C2C(=C1)N=CN=C2NC3=CC(=C(C=C3)F)Cl)OCCCN4CCOCC4. Cell line: MALME-3M. Synergy scores: CSS=3.52, Synergy_ZIP=-0.192, Synergy_Bliss=0.443, Synergy_Loewe=-3.86, Synergy_HSA=0.135. (3) Drug 1: C1=CC(=CC=C1CCC2=CNC3=C2C(=O)NC(=N3)N)C(=O)NC(CCC(=O)O)C(=O)O. Drug 2: CN(C)C1=NC(=NC(=N1)N(C)C)N(C)C. Cell line: BT-549. Synergy scores: CSS=10.9, Synergy_ZIP=4.34, Synergy_Bliss=4.52, Synergy_Loewe=-10.8, Synergy_HSA=-0.447. (4) Drug 1: C1=CC(=CC=C1C#N)C(C2=CC=C(C=C2)C#N)N3C=NC=N3. Drug 2: C1CCC(C(C1)N)N.C(=O)(C(=O)[O-])[O-].[Pt+4]. Cell line: OVCAR-8. Synergy scores: CSS=21.1, Synergy_ZIP=-4.46, Synergy_Bliss=3.82, Synergy_Loewe=-2.28, Synergy_HSA=0.153.